From a dataset of Full USPTO retrosynthesis dataset with 1.9M reactions from patents (1976-2016). Predict the reactants needed to synthesize the given product. (1) The reactants are: [B-](F)(F)(F)CN1CCCC1.[K+].[F:12][C:13]1[CH:14]=[CH:15][C:16]2[O:21][CH2:20][CH:19]([C:22]3[CH:34]=[CH:33][C:25]([CH2:26][N:27]4[CH2:32][CH2:31]O[CH2:29][CH2:28]4)=[CH:24][CH:23]=3)[O:18][C:17]=2[CH:35]=1. Given the product [F:12][C:13]1[CH:14]=[CH:15][C:16]2[O:21][CH2:20][CH:19]([C:22]3[CH:23]=[CH:24][C:25]([CH2:26][N:27]4[CH2:32][CH2:31][CH2:29][CH2:28]4)=[CH:33][CH:34]=3)[O:18][C:17]=2[CH:35]=1, predict the reactants needed to synthesize it. (2) Given the product [NH2:9][C@H:8]1[C@H:2]([F:1])[CH2:3][O:4][C@H:5]([C:17]2[N:21]([CH3:22])[N:20]=[CH:19][C:18]=2[NH:23][C:47](=[O:48])[C:45]2[CH:44]=[CH:43][C:42]([F:50])=[C:41]([C:28]3[C:29]([F:40])=[CH:30][C:31]([C:33]4([F:39])[CH2:34][CH2:35][O:36][CH2:37][CH2:38]4)=[CH:32][C:27]=3[F:26])[N:46]=2)[CH2:6][CH2:7]1, predict the reactants needed to synthesize it. The reactants are: [F:1][C@H:2]1[C@H:8]([NH:9]C(=O)OC(C)(C)C)[CH2:7][CH2:6][C@@H:5]([C:17]2[N:21]([CH3:22])[N:20]=[CH:19][C:18]=2[N+:23]([O-])=O)[O:4][CH2:3]1.[F:26][C:27]1[CH:32]=[C:31]([C:33]2([F:39])[CH2:38][CH2:37][O:36][CH2:35][CH2:34]2)[CH:30]=[C:29]([F:40])[C:28]=1[C:41]1[N:46]=[C:45]([C:47](O)=[O:48])[CH:44]=[CH:43][C:42]=1[F:50]. (3) Given the product [CH:1]1([CH2:5][C:6]2[N:7]=[C:8]([C:11]3[O:15][C:14]([C@H:16]4[CH2:19][C@H:18]([C:20]([OH:22])=[O:21])[CH2:17]4)=[N:13][N:12]=3)[S:9][C:10]=2[C:25]2[CH:30]=[CH:29][C:28]([S:31](=[O:32])(=[O:33])[NH:34][C@@H:35]([CH3:40])[C:36]([F:38])([F:39])[F:37])=[C:27]([Cl:41])[C:26]=2[Cl:42])[CH2:4][CH2:3][CH2:2]1, predict the reactants needed to synthesize it. The reactants are: [CH:1]1([CH2:5][C:6]2[N:7]=[C:8]([C:11]3[O:15][C:14]([C@H:16]4[CH2:19][C@H:18]([C:20]([O:22]C)=[O:21])[CH2:17]4)=[N:13][N:12]=3)[S:9][CH:10]=2)[CH2:4][CH2:3][CH2:2]1.Br[C:25]1[CH:30]=[CH:29][C:28]([S:31]([NH:34][C@@H:35]([CH3:40])[C:36]([F:39])([F:38])[F:37])(=[O:33])=[O:32])=[C:27]([Cl:41])[C:26]=1[Cl:42]. (4) Given the product [Cl:17][C:5]1[N:4]=[C:3]([C:2]([F:14])([F:13])[F:1])[N:11]=[C:10]2[C:6]=1[NH:7][CH:8]=[N:9]2, predict the reactants needed to synthesize it. The reactants are: [F:1][C:2]([F:14])([F:13])[C:3]1[NH:4][C:5](=O)[C:6]2[NH:7][CH:8]=[N:9][C:10]=2[N:11]=1.O=S(Cl)[Cl:17]. (5) Given the product [CH2:20]([C@@:19]1([C:24]2[CH:29]=[CH:28][CH:27]=[CH:26][C:25]=2[F:30])[O:14][C:13](=[O:16])[N:12]([C@H:10]([C:7]2[CH:8]=[CH:9][C:4]([Br:3])=[CH:5][CH:6]=2)[CH3:11])[CH2:17][CH2:18]1)[CH:21]=[CH2:22].[CH2:20]([C@:19]1([C:24]2[CH:29]=[CH:28][CH:27]=[CH:26][C:25]=2[F:30])[O:14][C:13](=[O:16])[N:12]([C@H:10]([C:7]2[CH:8]=[CH:9][C:4]([Br:3])=[CH:5][CH:6]=2)[CH3:11])[CH2:17][CH2:18]1)[CH:21]=[CH2:22], predict the reactants needed to synthesize it. The reactants are: [H-].[Na+].[Br:3][C:4]1[CH:9]=[CH:8][C:7]([C@@H:10]([N:12]([CH2:17][CH2:18][C:19]([C:24]2[CH:29]=[CH:28][CH:27]=[CH:26][C:25]=2[F:30])(O)[CH2:20][CH:21]=[CH2:22])[C:13](=[O:16])[O:14]C)[CH3:11])=[CH:6][CH:5]=1. (6) Given the product [F:21][C:2]([F:1])([F:22])[O:3][C:4]1[CH:5]=[CH:6][C:7]([CH2:8][CH:9]2[CH2:10][CH:11]([C:12]([O:14][CH3:15])=[O:13])[CH2:16][CH2:17][NH:18]2)=[CH:19][CH:20]=1, predict the reactants needed to synthesize it. The reactants are: [F:1][C:2]([F:22])([F:21])[O:3][C:4]1[CH:20]=[CH:19][C:7]([CH2:8][C:9]2[CH:10]=[C:11]([CH:16]=[CH:17][N:18]=2)[C:12]([O:14][CH3:15])=[O:13])=[CH:6][CH:5]=1.